Dataset: Forward reaction prediction with 1.9M reactions from USPTO patents (1976-2016). Task: Predict the product of the given reaction. (1) Given the reactants [CH2:1]([NH2:8])[C:2]1[CH:7]=[CH:6][CH:5]=[CH:4][CH:3]=1.[CH3:9]/[C:10](=[CH:13]\[CH3:14])/[CH:11]=O.S([O-])([O-])(=O)=O.[Mg+2].[BH4-].[Na+].Cl, predict the reaction product. The product is: [CH2:1]([NH:8][CH2:9]/[C:10](/[CH3:11])=[CH:13]/[CH3:14])[C:2]1[CH:7]=[CH:6][CH:5]=[CH:4][CH:3]=1. (2) Given the reactants [Na:1].[CH2:2]1[O:4][CH2:3]1.[C:5]([OH:10])(=[O:9])[C:6]([CH3:8])=[CH2:7].[CH2:11]=[CH:12][C:13]1[CH:18]=[CH:17][CH:16]=[CH:15][CH:14]=1.C(OCCCC)(=O)C=C.S(OOS([O-])(=O)=O)([O-])(=O)=O.[NH4+].[NH4+], predict the reaction product. The product is: [CH:11]([CH2:7][C:6](=[CH2:8])[C:5]([OH:10])=[O:9])=[CH:12][C:13]1[CH:18]=[CH:17][CH:16]=[CH:15][CH:14]=1.[Na:1].[CH2:3]1[O:4][CH2:2]1.[C:5]([OH:10])(=[O:9])[C:6]([CH3:8])=[CH2:7]. (3) Given the reactants [CH3:1][CH:2]([O:11][C:12]1[C:21]2[C:16](=[CH:17][CH:18]=[CH:19][CH:20]=2)[CH:15]=[CH:14][C:13]=1[C:22](O)=[O:23])[CH2:3][O:4][C:5]1[CH:10]=[CH:9][CH:8]=[CH:7][CH:6]=1.ON1C2C=CC=CC=2N=N1.Cl.C(N=C=NCCCN(C)C)C.C(N(CC)C(C)C)(C)C.Cl.[CH3:57][O:58][C:59](=[O:64])[C:60]([NH2:63])([CH3:62])[CH3:61], predict the reaction product. The product is: [CH3:57][O:58][C:59](=[O:64])[C:60]([CH3:62])([NH:63][C:22]([C:13]1[CH:14]=[CH:15][C:16]2[C:21](=[CH:20][CH:19]=[CH:18][CH:17]=2)[C:12]=1[O:11][CH:2]([CH3:1])[CH2:3][O:4][C:5]1[CH:10]=[CH:9][CH:8]=[CH:7][CH:6]=1)=[O:23])[CH3:61]. (4) Given the reactants [NH2:1][C:2]1[CH:10]=[CH:9][CH:8]=[C:7]2[C:3]=1[C:4]([C:15]([N:17]1[CH2:22][CH2:21][CH:20]([C:23]3[CH:24]=[C:25]([CH:34]=[CH:35][C:36]=3[F:37])[CH2:26][NH:27][C:28](=[O:33])[C:29]([F:32])([F:31])[F:30])[CH2:19][CH2:18]1)=[O:16])=[CH:5][N:6]2[CH2:11][CH2:12][O:13][CH3:14].[N:38]1[CH:43]=[CH:42][CH:41]=[C:40]([S:44](Cl)(=[O:46])=[O:45])[CH:39]=1, predict the reaction product. The product is: [F:30][C:29]([F:31])([F:32])[C:28]([NH:27][CH2:26][C:25]1[CH:34]=[CH:35][C:36]([F:37])=[C:23]([CH:20]2[CH2:19][CH2:18][N:17]([C:15]([C:4]3[C:3]4[C:7](=[CH:8][CH:9]=[CH:10][C:2]=4[NH:1][S:44]([C:40]4[CH:39]=[N:38][CH:43]=[CH:42][CH:41]=4)(=[O:46])=[O:45])[N:6]([CH2:11][CH2:12][O:13][CH3:14])[CH:5]=3)=[O:16])[CH2:22][CH2:21]2)[CH:24]=1)=[O:33]. (5) Given the reactants Br[CH2:2][C:3](=O)[C:4]([O:6][CH2:7][CH3:8])=[O:5].[CH:10]1([N:13]([CH:35]2[CH2:37][CH2:36]2)[C:14]([C:16]2[N:32]([CH2:33][CH3:34])[C:19]3=[N:20][C:21]([NH:28][C:29]([NH2:31])=[S:30])=[C:22]4[N:26]=[CH:25][N:24]([CH3:27])[C:23]4=[C:18]3[CH:17]=2)=[O:15])[CH2:12][CH2:11]1, predict the reaction product. The product is: [CH:35]1([N:13]([CH:10]2[CH2:11][CH2:12]2)[C:14]([C:16]2[N:32]([CH2:33][CH3:34])[C:19]3=[N:20][C:21]([NH:28][C:29]4[S:30][CH:2]=[C:3]([C:4]([O:6][CH2:7][CH3:8])=[O:5])[N:31]=4)=[C:22]4[N:26]=[CH:25][N:24]([CH3:27])[C:23]4=[C:18]3[CH:17]=2)=[O:15])[CH2:36][CH2:37]1.